Dataset: Forward reaction prediction with 1.9M reactions from USPTO patents (1976-2016). Task: Predict the product of the given reaction. (1) Given the reactants [F:1][C:2]1[CH:7]=[CH:6][C:5]([N:8]2[C:16]3[C:11](=[CH:12][C:13]([O:17][C@@H:18]([C:22]4[CH:27]=[CH:26][CH:25]=[CH:24][CH:23]=4)[C@H:19]([NH2:21])[CH3:20])=[CH:14][CH:15]=3)[CH:10]=[N:9]2)=[CH:4][CH:3]=1.[C:28](Cl)(=[O:31])[O:29][CH3:30], predict the reaction product. The product is: [CH3:30][O:29][C:28](=[O:31])[NH:21][C@@H:19]([CH3:20])[C@H:18]([O:17][C:13]1[CH:12]=[C:11]2[C:16](=[CH:15][CH:14]=1)[N:8]([C:5]1[CH:4]=[CH:3][C:2]([F:1])=[CH:7][CH:6]=1)[N:9]=[CH:10]2)[C:22]1[CH:23]=[CH:24][CH:25]=[CH:26][CH:27]=1. (2) Given the reactants O.O.[Sn](Cl)Cl.[C:6]([C:8]1[N:9]=[CH:10][C:11]([NH:14][C:15]2[CH:20]=[C:19]([O:21][CH2:22][CH:23]3[CH2:28][CH2:27][N:26]([C:29]([O:31][C:32]([CH3:35])([CH3:34])[CH3:33])=[O:30])[CH2:25][CH2:24]3)[C:18]([N+:36]([O-])=O)=[CH:17][N:16]=2)=[N:12][CH:13]=1)#[N:7], predict the reaction product. The product is: [NH2:36][C:18]1[C:19]([O:21][CH2:22][CH:23]2[CH2:28][CH2:27][N:26]([C:29]([O:31][C:32]([CH3:35])([CH3:34])[CH3:33])=[O:30])[CH2:25][CH2:24]2)=[CH:20][C:15]([NH:14][C:11]2[CH:10]=[N:9][C:8]([C:6]#[N:7])=[CH:13][N:12]=2)=[N:16][CH:17]=1.